From a dataset of NCI-60 drug combinations with 297,098 pairs across 59 cell lines. Regression. Given two drug SMILES strings and cell line genomic features, predict the synergy score measuring deviation from expected non-interaction effect. (1) Cell line: A549. Drug 2: CN1C(=O)N2C=NC(=C2N=N1)C(=O)N. Synergy scores: CSS=-1.33, Synergy_ZIP=1.46, Synergy_Bliss=2.83, Synergy_Loewe=-1.48, Synergy_HSA=-0.839. Drug 1: CC1=CC=C(C=C1)C2=CC(=NN2C3=CC=C(C=C3)S(=O)(=O)N)C(F)(F)F. (2) Drug 1: CN1C2=C(C=C(C=C2)N(CCCl)CCCl)N=C1CCCC(=O)O.Cl. Drug 2: CC(C)CN1C=NC2=C1C3=CC=CC=C3N=C2N. Cell line: UO-31. Synergy scores: CSS=1.99, Synergy_ZIP=-1.22, Synergy_Bliss=-1.05, Synergy_Loewe=-0.718, Synergy_HSA=-1.25. (3) Drug 1: CC1=C2C(C(=O)C3(C(CC4C(C3C(C(C2(C)C)(CC1OC(=O)C(C(C5=CC=CC=C5)NC(=O)OC(C)(C)C)O)O)OC(=O)C6=CC=CC=C6)(CO4)OC(=O)C)OC)C)OC. Drug 2: CC1=CC=C(C=C1)C2=CC(=NN2C3=CC=C(C=C3)S(=O)(=O)N)C(F)(F)F. Cell line: MCF7. Synergy scores: CSS=57.3, Synergy_ZIP=16.8, Synergy_Bliss=16.8, Synergy_Loewe=-5.55, Synergy_HSA=18.7. (4) Drug 1: C1=CC(=CC=C1CCCC(=O)O)N(CCCl)CCCl. Drug 2: CC1C(C(=O)NC(C(=O)N2CCCC2C(=O)N(CC(=O)N(C(C(=O)O1)C(C)C)C)C)C(C)C)NC(=O)C3=C4C(=C(C=C3)C)OC5=C(C(=O)C(=C(C5=N4)C(=O)NC6C(OC(=O)C(N(C(=O)CN(C(=O)C7CCCN7C(=O)C(NC6=O)C(C)C)C)C)C(C)C)C)N)C. Cell line: A549. Synergy scores: CSS=17.1, Synergy_ZIP=1.40, Synergy_Bliss=0.773, Synergy_Loewe=0.566, Synergy_HSA=0.481. (5) Drug 1: C1=C(C(=O)NC(=O)N1)F. Drug 2: CC1C(C(CC(O1)OC2CC(CC3=C2C(=C4C(=C3O)C(=O)C5=CC=CC=C5C4=O)O)(C(=O)C)O)N)O. Cell line: SNB-75. Synergy scores: CSS=57.6, Synergy_ZIP=4.45, Synergy_Bliss=5.46, Synergy_Loewe=10.4, Synergy_HSA=11.0.